This data is from Catalyst prediction with 721,799 reactions and 888 catalyst types from USPTO. The task is: Predict which catalyst facilitates the given reaction. (1) Reactant: [F:1][C:2]([F:7])([F:6])[C:3]([OH:5])=[O:4].[Cl:8][C:9]1[CH:14]=[CH:13][C:12]([CH2:15][NH:16][C:17]([C:19]2[NH:20][C:21]3[C:26]([CH:27]=2)=[CH:25][C:24]([NH:28][C:29]([C@@H:31]2[CH2:35][CH2:34][CH2:33][N:32]2C(OC(C)(C)C)=O)=[O:30])=[CH:23][CH:22]=3)=[O:18])=[C:11]([F:43])[C:10]=1[O:44][C:45]1[CH:50]=[C:49]([C:51]#[N:52])[CH:48]=[C:47]([Cl:53])[CH:46]=1. Product: [F:1][C:2]([F:7])([F:6])[C:3]([OH:5])=[O:4].[Cl:8][C:9]1[CH:14]=[CH:13][C:12]([CH2:15][NH:16][C:17]([C:19]2[NH:20][C:21]3[C:26]([CH:27]=2)=[CH:25][C:24]([NH:28][C:29](=[O:30])[C@@H:31]2[CH2:35][CH2:34][CH2:33][NH:32]2)=[CH:23][CH:22]=3)=[O:18])=[C:11]([F:43])[C:10]=1[O:44][C:45]1[CH:50]=[C:49]([C:51]#[N:52])[CH:48]=[C:47]([Cl:53])[CH:46]=1. The catalyst class is: 4. (2) Product: [CH3:1][O:2][C:3]([C:5]1[C:6]([F:14])=[C:7]2[C:11](=[CH:12][CH:13]=1)[NH:10][N:9]=[C:8]2[Br:15])=[O:4]. The catalyst class is: 9. Reactant: [CH3:1][O:2][C:3]([C:5]1[C:6]([F:14])=[C:7]2[C:11](=[CH:12][CH:13]=1)[NH:10][N:9]=[CH:8]2)=[O:4].[Br:15]N1C(=O)CCC1=O. (3) Reactant: [NH:1]1[CH:5]=[CH:4][CH:3]=[C:2]1[CH:6]=[O:7].Br[CH2:9][CH2:10][CH2:11][O:12][CH3:13].[H-].[Na+]. Product: [CH3:13][O:12][CH2:11][CH2:10][CH2:9][N:1]1[CH:5]=[CH:4][CH:3]=[C:2]1[CH:6]=[O:7]. The catalyst class is: 3. (4) Reactant: [CH2:1]([N:3]([CH2:23][CH3:24])[C:4]1[CH:13]=[C:12]2[C:7]([CH:8]=[C:9]([C:15]3[N:16]=[C:17]([CH2:20][C:21]#N)[S:18][CH:19]=3)[C:10](=[O:14])[O:11]2)=[CH:6][CH:5]=1)[CH3:2].S(=O)(=O)(O)O.C([O-])([O-])=[O:31].[Na+].[Na+].[CH2:36]([OH:38])[CH3:37]. Product: [CH2:36]([O:38][C:21](=[O:31])[CH2:20][C:17]1[S:18][CH:19]=[C:15]([C:9]2[C:10](=[O:14])[O:11][C:12]3[C:7]([CH:8]=2)=[CH:6][CH:5]=[C:4]([N:3]([CH2:23][CH3:24])[CH2:1][CH3:2])[CH:13]=3)[N:16]=1)[CH3:37]. The catalyst class is: 6. (5) Reactant: [Cl-].[CH3:2][O:3][CH2:4][P+](C1C=CC=CC=1)(C1C=CC=CC=1)C1C=CC=CC=1.[CH3:24][C:25](C)([O-:27])[CH3:26].[K+].[Br:30][C:31]1[CH:32]=[CH:33][C:34]([F:58])=[C:35]([C@:37]23[CH2:46]O[C@@H](C=O)C[C@H:42]2[CH2:41][S:40][C:39]([NH:49][C:50](=[O:57])[C:51]2[CH:56]=[CH:55][CH:54]=[CH:53][CH:52]=2)=[N:38]3)[CH:36]=1. Product: [Br:30][C:31]1[CH:32]=[CH:33][C:34]([F:58])=[C:35]([C@:37]23[CH2:46][O:27][C@@H:25](/[CH:26]=[CH:2]/[O:3][CH3:4])[CH2:24][C@H:42]2[CH2:41][S:40][C:39]([NH:49][C:50](=[O:57])[C:51]2[CH:52]=[CH:53][CH:54]=[CH:55][CH:56]=2)=[N:38]3)[CH:36]=1. The catalyst class is: 7.